This data is from NCI-60 drug combinations with 297,098 pairs across 59 cell lines. The task is: Regression. Given two drug SMILES strings and cell line genomic features, predict the synergy score measuring deviation from expected non-interaction effect. (1) Drug 2: CC(C)CN1C=NC2=C1C3=CC=CC=C3N=C2N. Drug 1: CC1=C(C(=CC=C1)Cl)NC(=O)C2=CN=C(S2)NC3=CC(=NC(=N3)C)N4CCN(CC4)CCO. Synergy scores: CSS=5.27, Synergy_ZIP=-2.27, Synergy_Bliss=-1.91, Synergy_Loewe=-0.662, Synergy_HSA=-2.27. Cell line: UACC-257. (2) Drug 1: C1CC(C1)(C(=O)O)C(=O)O.[NH2-].[NH2-].[Pt+2]. Drug 2: CC(C)CN1C=NC2=C1C3=CC=CC=C3N=C2N. Cell line: ACHN. Synergy scores: CSS=2.30, Synergy_ZIP=-2.54, Synergy_Bliss=0.525, Synergy_Loewe=0.211, Synergy_HSA=0.373. (3) Drug 1: CN1C2=C(C=C(C=C2)N(CCCl)CCCl)N=C1CCCC(=O)O.Cl. Drug 2: CC12CCC3C(C1CCC2O)C(CC4=C3C=CC(=C4)O)CCCCCCCCCS(=O)CCCC(C(F)(F)F)(F)F. Cell line: SK-MEL-28. Synergy scores: CSS=-1.34, Synergy_ZIP=-2.53, Synergy_Bliss=-8.73, Synergy_Loewe=-6.36, Synergy_HSA=-7.88. (4) Drug 1: CC1=C(C=C(C=C1)NC(=O)C2=CC=C(C=C2)CN3CCN(CC3)C)NC4=NC=CC(=N4)C5=CN=CC=C5. Drug 2: C1C(C(OC1N2C=NC3=C2NC=NCC3O)CO)O. Cell line: SK-MEL-28. Synergy scores: CSS=-0.0715, Synergy_ZIP=0.881, Synergy_Bliss=1.18, Synergy_Loewe=-1.04, Synergy_HSA=-0.903. (5) Drug 1: CC1OCC2C(O1)C(C(C(O2)OC3C4COC(=O)C4C(C5=CC6=C(C=C35)OCO6)C7=CC(=C(C(=C7)OC)O)OC)O)O. Drug 2: CC1C(C(CC(O1)OC2CC(CC3=C2C(=C4C(=C3O)C(=O)C5=C(C4=O)C(=CC=C5)OC)O)(C(=O)C)O)N)O.Cl. Cell line: MDA-MB-435. Synergy scores: CSS=7.92, Synergy_ZIP=-4.34, Synergy_Bliss=-1.75, Synergy_Loewe=-6.89, Synergy_HSA=-4.39. (6) Drug 1: C1=CC=C(C=C1)NC(=O)CCCCCCC(=O)NO. Cell line: SF-295. Synergy scores: CSS=7.18, Synergy_ZIP=-0.889, Synergy_Bliss=7.38, Synergy_Loewe=-4.91, Synergy_HSA=2.67. Drug 2: C(CCl)NC(=O)N(CCCl)N=O. (7) Drug 1: CNC(=O)C1=CC=CC=C1SC2=CC3=C(C=C2)C(=NN3)C=CC4=CC=CC=N4. Drug 2: CCC1=C2CN3C(=CC4=C(C3=O)COC(=O)C4(CC)O)C2=NC5=C1C=C(C=C5)O. Cell line: NCI-H522. Synergy scores: CSS=39.6, Synergy_ZIP=1.17, Synergy_Bliss=2.03, Synergy_Loewe=-14.8, Synergy_HSA=4.42. (8) Drug 1: CS(=O)(=O)CCNCC1=CC=C(O1)C2=CC3=C(C=C2)N=CN=C3NC4=CC(=C(C=C4)OCC5=CC(=CC=C5)F)Cl. Drug 2: CC1C(C(CC(O1)OC2CC(CC3=C2C(=C4C(=C3O)C(=O)C5=CC=CC=C5C4=O)O)(C(=O)C)O)N)O. Cell line: PC-3. Synergy scores: CSS=53.8, Synergy_ZIP=1.71, Synergy_Bliss=3.56, Synergy_Loewe=0.809, Synergy_HSA=4.16. (9) Drug 1: C1CCC(CC1)NC(=O)N(CCCl)N=O. Drug 2: B(C(CC(C)C)NC(=O)C(CC1=CC=CC=C1)NC(=O)C2=NC=CN=C2)(O)O. Cell line: SK-MEL-5. Synergy scores: CSS=2.23, Synergy_ZIP=-0.839, Synergy_Bliss=5.00, Synergy_Loewe=-0.142, Synergy_HSA=-0.230. (10) Drug 1: C1=CN(C=N1)CC(O)(P(=O)(O)O)P(=O)(O)O. Drug 2: CN1C2=C(C=C(C=C2)N(CCCl)CCCl)N=C1CCCC(=O)O.Cl. Synergy scores: CSS=1.88, Synergy_ZIP=-0.0941, Synergy_Bliss=0.269, Synergy_Loewe=-1.32, Synergy_HSA=-0.502. Cell line: NCI-H460.